From a dataset of Full USPTO retrosynthesis dataset with 1.9M reactions from patents (1976-2016). Predict the reactants needed to synthesize the given product. (1) Given the product [CH:19]1([C:9]2[C:10]3[C:15](=[CH:14][C:13]([C:16]([OH:18])=[O:17])=[CH:12][CH:11]=3)[N:7]([CH2:6][C:4]([N:2]3[CH2:1][CH2:46][CH2:44][CH:3]3[CH3:84])=[O:5])[C:8]=2[C:25]2[CH:26]=[C:27]3[C:32](=[CH:33][CH:34]=2)[N:31]=[C:30]([C:35]2[S:39][C:38]([CH3:40])=[N:37][C:36]=2[CH3:41])[CH:29]=[CH:28]3)[CH2:20][CH2:21][CH2:22][CH2:23][CH2:24]1, predict the reactants needed to synthesize it. The reactants are: [CH3:1][N:2]([C:4]([CH2:6][N:7]1[C:15]2[C:10](=[CH:11][CH:12]=[C:13]([C:16]([OH:18])=[O:17])[CH:14]=2)[C:9]([CH:19]2[CH2:24][CH2:23][CH2:22][CH2:21][CH2:20]2)=[C:8]1[C:25]1[CH:26]=[C:27]2[C:32](=[CH:33][CH:34]=1)[N:31]=[C:30]([C:35]1[S:39][C:38]([CH3:40])=[N:37][C:36]=1[CH3:41])[CH:29]=[CH:28]2)=[O:5])[CH3:3].CO[C:44]([C:46]1C=C2C(C(C3CCCCC3)=C(C3C=C4C(=CC=3)N=C(C3SC(C)=NC=3C)C=C4)N2CC(=O)N(C)C)=CC=1)=O.[CH3:84]C1CCCN1. (2) Given the product [Br:1][C:2]1[CH:3]=[C:4]([CH2:8][O:9][S:18]([CH3:17])(=[O:20])=[O:19])[CH:5]=[N:6][CH:7]=1, predict the reactants needed to synthesize it. The reactants are: [Br:1][C:2]1[CH:3]=[C:4]([CH2:8][OH:9])[CH:5]=[N:6][CH:7]=1.C(N(CC)CC)C.[CH3:17][S:18](Cl)(=[O:20])=[O:19]. (3) Given the product [CH3:52][Si:2]([CH3:1])([O:7][C@@H:8]1[C@H:12]([O:13][Si:14]([CH3:20])([CH3:19])[C:15]([CH3:16])([CH3:17])[CH3:18])[C@@H:11]([CH2:21][O:22][Si:23]([CH3:28])([CH3:29])[C:24]([CH3:27])([CH3:26])[CH3:25])[O:10][C@H:9]1[N:30]1[CH:38]=[N:37][C:36]2[C:31]1=[N:32][C:33]([C:40]1[CH:41]=[N:42][N:43]([CH3:45])[CH:44]=1)=[N:34][C:35]=2[NH2:39])[C:3]([CH3:4])([CH3:5])[CH3:6], predict the reactants needed to synthesize it. The reactants are: [CH3:1][Si:2]([CH3:52])([O:7][C@@H:8]1[C@H:12]([O:13][Si:14]([CH3:20])([CH3:19])[C:15]([CH3:18])([CH3:17])[CH3:16])[C@@H:11]([CH2:21][O:22][Si:23]([CH3:29])([CH3:28])[C:24]([CH3:27])([CH3:26])[CH3:25])[O:10][C@H:9]1[N:30]1[CH:38]=[N:37][C:36]2[C:31]1=[N:32][C:33]([C:40]1[CH:41]=[N:42][N:43]([CH2:45]C3C=CC=CC=3)[CH:44]=1)=[N:34][C:35]=2[NH2:39])[C:3]([CH3:6])([CH3:5])[CH3:4].IC1C(C)=NNC=1.IC1C=CC(CC2C=CNN=2)=CC=1.